Dataset: Full USPTO retrosynthesis dataset with 1.9M reactions from patents (1976-2016). Task: Predict the reactants needed to synthesize the given product. (1) Given the product [CH3:18][O:17][C:15]1[C:14]([N+:19]([O-:21])=[O:20])=[C:13]([O:22][CH3:23])[N:12]=[C:11]([NH:8][CH2:7][CH2:6][C:5]([O:4][CH2:2][CH3:3])=[O:9])[N:16]=1, predict the reactants needed to synthesize it. The reactants are: Cl.[CH2:2]([O:4][C:5](=[O:9])[CH2:6][CH2:7][NH2:8])[CH3:3].Cl[C:11]1[N:16]=[C:15]([O:17][CH3:18])[C:14]([N+:19]([O-:21])=[O:20])=[C:13]([O:22][CH3:23])[N:12]=1. (2) Given the product [NH2:1][CH2:2][CH:4]1[CH2:9][CH2:8][N:7]([S:10]([C:13]2[C:22]3[C:17](=[CH:18][CH:19]=[CH:20][CH:21]=3)[CH:16]=[CH:15][CH:14]=2)(=[O:12])=[O:11])[CH2:6][CH2:5]1, predict the reactants needed to synthesize it. The reactants are: [NH2:1][C:2]([CH:4]1[CH2:9][CH2:8][N:7]([S:10]([C:13]2[C:22]3[C:17](=[CH:18][CH:19]=[CH:20][CH:21]=3)[CH:16]=[CH:15][CH:14]=2)(=[O:12])=[O:11])[CH2:6][CH2:5]1)=O.B.O1CCCC1. (3) Given the product [C:12]([C:13]1[CH:14]=[C:15]([CH:18]=[CH:19][CH:20]=1)[C:16]#[N:17])#[CH:11], predict the reactants needed to synthesize it. The reactants are: C(=O)([O-])[O-].[K+].[K+].C[Si]([C:11]#[C:12][C:13]1[CH:14]=[C:15]([CH:18]=[CH:19][CH:20]=1)[C:16]#[N:17])(C)C.Cl. (4) Given the product [Cl:21][C:22]1[CH:30]=[CH:29][C:25]2[O:26][CH2:27][O:28][C:24]=2[C:23]=1[NH:31][C:2]1[CH:11]=[CH:10][N:9]=[C:8]2[C:3]=1[C:4]1[CH:16]=[C:15]([O:17][CH3:18])[C:14]([O:19][CH3:20])=[CH:13][C:5]=1[C:6](=[O:12])[NH:7]2, predict the reactants needed to synthesize it. The reactants are: Cl[C:2]1[CH:11]=[CH:10][N:9]=[C:8]2[C:3]=1[C:4]1[CH:16]=[C:15]([O:17][CH3:18])[C:14]([O:19][CH3:20])=[CH:13][C:5]=1[C:6](=[O:12])[NH:7]2.[Cl:21][C:22]1[CH:30]=[CH:29][C:25]2[O:26][CH2:27][O:28][C:24]=2[C:23]=1[NH2:31].CC(C1C=C(C(C)C)C(C2C=CC=CC=2P(C2CCCCC2)C2CCCCC2)=C(C(C)C)C=1)C.CC([O-])(C)C.[Na+].